Dataset: Full USPTO retrosynthesis dataset with 1.9M reactions from patents (1976-2016). Task: Predict the reactants needed to synthesize the given product. (1) Given the product [F:23][C:24]([F:34])([F:33])[C:5]1[CH:4]=[CH:3][C:2]([CH2:1][NH:8][C:9]([C:11]2[CH:20]=[CH:19][C:14]([C:15]([O:17][CH3:18])=[O:16])=[C:13]([OH:21])[C:12]=2[OH:22])=[O:10])=[CH:7][CH:6]=1, predict the reactants needed to synthesize it. The reactants are: [CH2:1]([NH:8][C:9]([C:11]1[CH:20]=[CH:19][C:14]([C:15]([O:17][CH3:18])=[O:16])=[C:13]([OH:21])[C:12]=1[OH:22])=[O:10])[C:2]1[CH:7]=[CH:6][CH:5]=[CH:4][CH:3]=1.[F:23][C:24]([F:34])([F:33])C1C=CC(CN)=CC=1. (2) Given the product [CH3:1][C:2]1[N:12]=[C:11]2[N:6]([CH2:7][CH2:8][CH2:9][CH:10]2[OH:13])[C:4](=[O:5])[C:3]=1[CH2:14][CH2:15][N:16]1[CH2:21][CH2:20][CH:19]([C:22]2[C:23]3[CH:24]=[CH:25][C:26]([F:31])=[CH:27][C:28]=3[O:29][N:30]=2)[CH2:18][CH2:17]1.[C:32]([O-:51])(=[O:50])[CH2:33][CH2:34][CH2:35][CH2:36][CH2:37][CH2:38][CH2:39][CH2:40][CH2:41][CH2:42][CH2:43][CH2:44][CH2:45][CH2:46][CH2:47][CH2:48][CH3:49], predict the reactants needed to synthesize it. The reactants are: [CH3:1][C:2]1[N:12]=[C:11]2[N:6]([CH2:7][CH2:8][CH2:9][CH:10]2[OH:13])[C:4](=[O:5])[C:3]=1[CH2:14][CH2:15][N:16]1[CH2:21][CH2:20][CH:19]([C:22]2[C:23]3[CH:24]=[CH:25][C:26]([F:31])=[CH:27][C:28]=3[O:29][N:30]=2)[CH2:18][CH2:17]1.[C:32]([OH:51])(=[O:50])[CH2:33][CH2:34][CH2:35][CH2:36][CH2:37][CH2:38][CH2:39][CH2:40][CH2:41][CH2:42][CH2:43][CH2:44][CH2:45][CH2:46][CH2:47][CH2:48][CH3:49].C(N(CC)CC)C.C(Cl)(=O)C1C=CC=CC=1. (3) Given the product [F:16][C:14]1[CH:13]=[CH:12][C:11]([N+:17]([O-:19])=[O:18])=[C:10]([CH:15]=1)[O:7][C@H:2]1[CH2:3][CH2:4][CH2:5][CH2:6][C@H:1]1[OH:8], predict the reactants needed to synthesize it. The reactants are: [C@@H:1]1([OH:8])[CH2:6][CH2:5][CH2:4][CH2:3][C@@H:2]1[OH:7].F[C:10]1[CH:15]=[C:14]([F:16])[CH:13]=[CH:12][C:11]=1[N+:17]([O-:19])=[O:18]. (4) Given the product [F:47][C:12]([F:11])([F:46])[C:13]1[CH:14]=[C:15]([CH:39]=[C:40]([C:42]([F:43])([F:44])[F:45])[CH:41]=1)[C:16]([N:18]1[CH2:23][CH2:22][N:21]([CH2:24][CH2:25][O:26][CH2:27][CH:28]=[O:29])[CH2:20][C@H:19]1[CH2:30][C:31]1[CH:36]=[CH:35][C:34]([CH3:37])=[C:33]([CH3:38])[CH:32]=1)=[O:17], predict the reactants needed to synthesize it. The reactants are: C(Cl)(=O)C(Cl)=O.CS(C)=O.[F:11][C:12]([F:47])([F:46])[C:13]1[CH:14]=[C:15]([CH:39]=[C:40]([C:42]([F:45])([F:44])[F:43])[CH:41]=1)[C:16]([N:18]1[CH2:23][CH2:22][N:21]([CH2:24][CH2:25][O:26][CH2:27][CH2:28][OH:29])[CH2:20][C@H:19]1[CH2:30][C:31]1[CH:36]=[CH:35][C:34]([CH3:37])=[C:33]([CH3:38])[CH:32]=1)=[O:17].[Cl-].[NH4+]. (5) Given the product [Br:3][C:13]1[CH:14]=[CH:15][N:10]([CH2:6][CH2:7][CH2:8][CH3:9])[C:11](=[O:17])[CH:12]=1, predict the reactants needed to synthesize it. The reactants are: P(Br)(Br)([Br:3])=O.[CH2:6]([N:10]1[CH:15]=[CH:14][C:13](O)=[CH:12][C:11]1=[O:17])[CH2:7][CH2:8][CH3:9]. (6) Given the product [CH:29]1([NH:32][C:33](=[O:41])[CH:34]([OH:40])[C@@H:35]([NH:39][C:13](=[O:15])[C@@H:12]([NH:16][C@@H:17]([C:22]2[CH:23]=[CH:24][C:25]([F:28])=[CH:26][CH:27]=2)[C:18]([F:21])([F:20])[F:19])[CH2:11][S:8]([CH2:7][C:3]2[CH:2]=[N:1][CH:6]=[CH:5][CH:4]=2)(=[O:9])=[O:10])[CH2:36][CH2:37][CH3:38])[CH2:31][CH2:30]1, predict the reactants needed to synthesize it. The reactants are: [N:1]1[CH:6]=[CH:5][CH:4]=[C:3]([CH2:7][S:8]([CH2:11][C@H:12]([NH:16][C@@H:17]([C:22]2[CH:27]=[CH:26][C:25]([F:28])=[CH:24][CH:23]=2)[C:18]([F:21])([F:20])[F:19])[C:13]([OH:15])=O)(=[O:10])=[O:9])[CH:2]=1.[CH:29]1([NH:32][C:33](=[O:41])[CH:34]([OH:40])[C@@H:35]([NH2:39])[CH2:36][CH2:37][CH3:38])[CH2:31][CH2:30]1.CN(C(ON1N=NC2C=CC=CC1=2)=[N+](C)C)C.F[P-](F)(F)(F)(F)F.CN1CCOCC1.[NH4+].[Cl-]. (7) The reactants are: C[N:2](C)/[CH:3]=[C:4](/[C:10]([C:12]1[S:13][C:14]2[CH2:20][CH2:19][CH2:18][CH2:17][C:15]=2[N:16]=1)=O)\[C:5]([O:7][CH2:8][CH3:9])=[O:6].O.[NH2:23]N. Given the product [S:13]1[C:14]2[CH2:20][CH2:19][CH2:18][CH2:17][C:15]=2[N:16]=[C:12]1[C:10]1[C:4]([C:5]([O:7][CH2:8][CH3:9])=[O:6])=[CH:3][NH:2][N:23]=1, predict the reactants needed to synthesize it. (8) Given the product [CH:2]([C:18]1[CH:25]=[CH:24][CH:22]=[CH:21][CH:20]=1)([CH3:3])[CH3:1], predict the reactants needed to synthesize it. The reactants are: [C:1](OCCOC(=O)C(C)=C)(=O)[C:2](C)=[CH2:3].COC.[C:18]1([CH:25]=[CH:24][C:22](O)=[CH:21][CH:20]=1)O.